Task: Predict which catalyst facilitates the given reaction.. Dataset: Catalyst prediction with 721,799 reactions and 888 catalyst types from USPTO (1) The catalyst class is: 1. Reactant: [Cl:1][C:2]1[CH:3]=[C:4]([N:9]2[C:13](=[O:14])[CH:12]([C:15]3[CH:20]=[CH:19][C:18]([OH:21])=[CH:17][CH:16]=3)[N:11]([CH3:22])[C:10]2=[O:23])[CH:5]=[CH:6][C:7]=1[Cl:8].C(N(CC)CC)C.[CH2:31]([N:35]=[C:36]=[O:37])[CH2:32][CH2:33][CH3:34]. Product: [CH2:31]([NH:35][C:36](=[O:37])[O:21][C:18]1[CH:17]=[CH:16][C:15]([CH:12]2[C:13](=[O:14])[N:9]([C:4]3[CH:5]=[CH:6][C:7]([Cl:8])=[C:2]([Cl:1])[CH:3]=3)[C:10](=[O:23])[N:11]2[CH3:22])=[CH:20][CH:19]=1)[CH2:32][CH2:33][CH3:34]. (2) Reactant: [OH:1][CH2:2][C:3]([CH3:8])([CH3:7])[C:4]([OH:6])=[O:5].[CH3:9][O:10][CH2:11]Cl.C(N(CC)C(C)C)(C)C.N.Cl.[CH2:24]([O:26][CH2:27]C)C. Product: [CH3:9][O:10][CH2:11][O:5][C:4](=[O:6])[C:3]([CH3:8])([CH3:7])[CH2:2][O:1][CH2:24][O:26][CH3:27]. The catalyst class is: 4. (3) Reactant: [Br:1][C:2]1[CH:7]=[CH:6][N:5]=[C:4]2[NH:8][CH:9]=[C:10]([I:11])[C:3]=12.S(O[CH:23]1[CH2:26][N:25]([C:27]([O:29][C:30]([CH3:33])([CH3:32])[CH3:31])=[O:28])[CH2:24]1)(C1C=CC(C)=CC=1)(=O)=O.C(=O)([O-])[O-].[Cs+].[Cs+]. Product: [Br:1][C:2]1[CH:7]=[CH:6][N:5]=[C:4]2[N:8]([CH:23]3[CH2:24][N:25]([C:27]([O:29][C:30]([CH3:33])([CH3:32])[CH3:31])=[O:28])[CH2:26]3)[CH:9]=[C:10]([I:11])[C:3]=12. The catalyst class is: 58. (4) Reactant: [OH:1][C:2]1[CH:7]=[CH:6][C:5]([CH2:8][NH:9][C:10](=[O:18])[C:11]2[CH:16]=[CH:15][CH:14]=[N:13][C:12]=2[NH2:17])=[CH:4][CH:3]=1.CS(O)(=O)=O.[CH3:24][O:25][CH2:26][CH2:27][CH3:28].C(=O)([O-])[O-].[Cs+].[Cs+].CN(C=O)C. Product: [CH3:24][O:25][CH2:26][CH2:27][CH2:28][O:1][C:2]1[CH:3]=[CH:4][C:5]([CH2:8][NH:9][C:10](=[O:18])[C:11]2[CH:16]=[CH:15][CH:14]=[N:13][C:12]=2[NH2:17])=[CH:6][CH:7]=1. The catalyst class is: 6.